This data is from Reaction yield outcomes from USPTO patents with 853,638 reactions. The task is: Predict the reaction yield, written as a fraction of the theoretical maximum amount of product (1.0 means a 100% yield; for example, 0.34 means a 34% yield). (1) The reactants are [F:1][C:2]1[CH:10]=[CH:9][CH:8]=[C:7]([CH2:11][C:12](=O)[CH3:13])[C:3]=1[C:4]([OH:6])=O.[NH2:15][C:16]1[CH:17]=[N:18][CH:19]=[CH:20][CH:21]=1.O. The catalyst is O1CCOCC1. The product is [F:1][C:2]1[CH:10]=[CH:9][CH:8]=[C:7]2[C:3]=1[C:4](=[O:6])[N:15]([C:16]1[CH:17]=[N:18][CH:19]=[CH:20][CH:21]=1)[C:12]([CH3:13])=[CH:11]2. The yield is 0.163. (2) The reactants are Br[C:2]1[CH:7]=[CH:6][C:5]([C:8]2[C:12]3[CH2:13][C:14]4[S:15][CH:16]=[CH:17][C:18]=4[C:11]=3[N:10]([CH2:19][O:20][CH2:21][CH2:22][Si:23]([CH3:26])([CH3:25])[CH3:24])[N:9]=2)=[CH:4][CH:3]=1.CC1(C)C(C)(C)OB([C:35]2[CH:40]=[CH:39][C:38]([OH:41])=[CH:37][CH:36]=2)O1.C([O-])([O-])=O.[Na+].[Na+]. The catalyst is C1(C)C=CC=CC=1.C(O)C.Cl[Pd](Cl)([P](C1C=CC=CC=1)(C1C=CC=CC=1)C1C=CC=CC=1)[P](C1C=CC=CC=1)(C1C=CC=CC=1)C1C=CC=CC=1. The product is [CH3:24][Si:23]([CH3:26])([CH3:25])[CH2:22][CH2:21][O:20][CH2:19][N:10]1[C:11]2[C:18]3[CH:17]=[CH:16][S:15][C:14]=3[CH2:13][C:12]=2[C:8]([C:5]2[CH:6]=[CH:7][C:2]([C:35]3[CH:40]=[CH:39][C:38]([OH:41])=[CH:37][CH:36]=3)=[CH:3][CH:4]=2)=[N:9]1. The yield is 0.520.